This data is from Full USPTO retrosynthesis dataset with 1.9M reactions from patents (1976-2016). The task is: Predict the reactants needed to synthesize the given product. (1) The reactants are: [CH2:1]([O:8][C:9](=[O:21])[NH:10][C:11]1([C:14](=O)/[N:15]=[CH:16]/[N:17](C)C)[CH2:13][CH2:12]1)[C:2]1[CH:7]=[CH:6][CH:5]=[CH:4][CH:3]=1.Cl.Cl.[NH2:24]N.CCOC(C)=O.O. Given the product [CH2:1]([O:8][C:9](=[O:21])[NH:10][C:11]1([C:14]2[NH:15][CH:16]=[N:17][N:24]=2)[CH2:13][CH2:12]1)[C:2]1[CH:7]=[CH:6][CH:5]=[CH:4][CH:3]=1, predict the reactants needed to synthesize it. (2) Given the product [F:1][C:2]1[C:3]2[O:28][N:27]=[C:26]([C:29]3[CH:34]=[CH:33][N:32]=[C:31]([NH:39][CH2:40][CH2:41][OH:42])[N:30]=3)[C:4]=2[CH:5]=[C:6]2[C:19]=1[N:18]1[CH2:20][C@@H:21]([CH3:25])[O:22][C@@H:23]([CH3:24])[C@@H:17]1[C:8]1([C:13](=[O:14])[NH:12][C:11](=[O:15])[NH:10][C:9]1=[O:16])[CH2:7]2, predict the reactants needed to synthesize it. The reactants are: [F:1][C:2]1[C:3]2[O:28][N:27]=[C:26]([C:29]3[CH:34]=[CH:33][N:32]=[C:31](S(C)(=O)=O)[N:30]=3)[C:4]=2[CH:5]=[C:6]2[C:19]=1[N:18]1[CH2:20][C@@H:21]([CH3:25])[O:22][C@@H:23]([CH3:24])[C@@H:17]1[C:8]1([C:13](=[O:14])[NH:12][C:11](=[O:15])[NH:10][C:9]1=[O:16])[CH2:7]2.[NH2:39][CH2:40][CH2:41][OH:42]. (3) Given the product [C:6]([C@H:8]1[C:11](=[O:12])[N:10]([C:13]([C:14]2[CH:19]=[CH:18][CH:17]=[CH:16][CH:15]=2)([C:20]2[CH:25]=[CH:24][CH:23]=[CH:22][CH:21]=2)[C:26]2[CH:31]=[CH:30][CH:29]=[CH:28][CH:27]=2)[C@H:9]1[CH2:32][C:33]([O:35][CH3:36])=[O:34])(=[O:7])[CH3:38], predict the reactants needed to synthesize it. The reactants are: [Li+].[Cl-].CON(C)[C:6]([C@@H:8]1[C:11](=[O:12])[N:10]([C:13]([C:26]2[CH:31]=[CH:30][CH:29]=[CH:28][CH:27]=2)([C:20]2[CH:25]=[CH:24][CH:23]=[CH:22][CH:21]=2)[C:14]2[CH:19]=[CH:18][CH:17]=[CH:16][CH:15]=2)[C@H:9]1[CH2:32][C:33]([O:35][CH3:36])=[O:34])=[O:7].[CH3:38][Mg+].[Br-]. (4) Given the product [F:1][C:2]1[CH:3]=[CH:4][C:5]([CH2:6][NH:7][C:8]([C:10]2[C:19]([O:20][CH3:25])=[C:18]3[C:13]([CH:14]=[CH:15][CH:16]=[N:17]3)=[C:12]([NH:21][CH3:22])[N:11]=2)=[O:9])=[CH:23][CH:24]=1, predict the reactants needed to synthesize it. The reactants are: [F:1][C:2]1[CH:24]=[CH:23][C:5]([CH2:6][NH:7][C:8]([C:10]2[C:19]([OH:20])=[C:18]3[C:13]([CH:14]=[CH:15][CH:16]=[N:17]3)=[C:12]([NH:21][CH3:22])[N:11]=2)=[O:9])=[CH:4][CH:3]=1.[CH3:25][Si](C=[N+]=[N-])(C)C. (5) Given the product [OH:2][C:3]1[CH:4]=[CH:5][C:6]([S:9][C:10]2[C:18]3[C:17]([NH:19][C@H:20]([C:22]4[N:27]([C:28]5[CH:33]=[CH:32][CH:31]=[CH:30][CH:29]=5)[C:26](=[O:34])[C:25]5=[C:35]([CH3:38])[CH:36]=[CH:37][N:24]5[N:23]=4)[CH3:21])=[N:16][CH:15]=[N:14][C:13]=3[NH:12][CH:11]=2)=[CH:7][CH:8]=1, predict the reactants needed to synthesize it. The reactants are: C[O:2][C:3]1[CH:8]=[CH:7][C:6]([S:9][C:10]2[C:18]3[C:17]([NH:19][C@H:20]([C:22]4[N:27]([C:28]5[CH:33]=[CH:32][CH:31]=[CH:30][CH:29]=5)[C:26](=[O:34])[C:25]5=[C:35]([CH3:38])[CH:36]=[CH:37][N:24]5[N:23]=4)[CH3:21])=[N:16][CH:15]=[N:14][C:13]=3[N:12](COCC[Si](C)(C)C)[CH:11]=2)=[CH:5][CH:4]=1.B(Br)(Br)Br.N. (6) Given the product [CH3:1][O:2][C:3]1[CH:4]=[C:5]([CH2:11][CH2:12][NH:13][C:21](=[O:22])[CH2:20][C:14]2[CH:19]=[CH:18][CH:17]=[CH:16][CH:15]=2)[CH:6]=[CH:7][C:8]=1[O:9][CH3:10], predict the reactants needed to synthesize it. The reactants are: [CH3:1][O:2][C:3]1[CH:4]=[C:5]([CH2:11][CH2:12][NH2:13])[CH:6]=[CH:7][C:8]=1[O:9][CH3:10].[C:14]1([CH2:20][C:21](Cl)=[O:22])[CH:19]=[CH:18][CH:17]=[CH:16][CH:15]=1. (7) Given the product [I:1][C:2]1[CH:11]=[CH:10][CH:9]=[C:8]2[C:3]=1[C:4](=[O:5])[NH:17][CH2:12]2, predict the reactants needed to synthesize it. The reactants are: [I:1][C:2]1[CH:11]=[CH:10][CH:9]=[C:8]([CH3:12])[C:3]=1[C:4](OC)=[O:5].C1C(=O)[N:17](Br)C(=O)C1.C(OOC(=O)C1C=CC=CC=1)(=O)C1C=CC=CC=1. (8) The reactants are: [CH3:1][C:2]1[C:3]([C:12]2[CH:13]=[CH:14][C:15]([NH2:18])=[N:16][CH:17]=2)=[CH:4][C:5]2[O:10][CH2:9][CH2:8][O:7][C:6]=2[CH:11]=1.[Cl-].[F:20][C:21]1[CH:26]=[CH:25][CH:24]=[C:23]([F:27])[CH:22]=1.[CH:28](N(C(C)C)CC)(C)C.[OH-:37].[Na+]. Given the product [F:20][C:21]1[CH:26]=[CH:25][CH:24]=[C:23]([F:27])[C:22]=1[C:28]([NH:18][C:15]1[CH:14]=[CH:13][C:12]([C:3]2[C:2]([CH3:1])=[CH:11][C:6]3[O:7][CH2:8][CH2:9][O:10][C:5]=3[CH:4]=2)=[CH:17][N:16]=1)=[O:37], predict the reactants needed to synthesize it.